From a dataset of Forward reaction prediction with 1.9M reactions from USPTO patents (1976-2016). Predict the product of the given reaction. (1) Given the reactants [Cl:1][C:2]1[CH:28]=[CH:27][CH:26]=[C:25]([C:29]([F:32])([F:31])[F:30])[C:3]=1[C:4]([N:6]1[C:14]2[C:9](=[CH:10][CH:11]=[CH:12][CH:13]=2)[C:8]([C:15]2[CH:16]=[C:17]3[C:21](=[CH:22][CH:23]=2)[C:20](=[O:24])[O:19][CH2:18]3)=[N:7]1)=[O:5].[Li+].[OH-].[CH:35]1[CH:40]=[CH:39][C:38](CBr)=[CH:37][CH:36]=1.C1C[O:46][CH2:45]C1, predict the reaction product. The product is: [Cl:1][C:2]1[CH:28]=[CH:27][CH:26]=[C:25]([C:29]([F:32])([F:31])[F:30])[C:3]=1[C:4]([N:6]1[C:14]2[C:9](=[CH:10][CH:11]=[CH:12][CH:13]=2)[C:8]([C:15]2[CH:23]=[CH:22][C:21]([C:20]([O:19][CH2:18][C:35]3[CH:40]=[CH:39][CH:38]=[CH:37][CH:36]=3)=[O:24])=[C:17]([CH2:45][OH:46])[CH:16]=2)=[N:7]1)=[O:5]. (2) Given the reactants [CH2:1]([C:4]1[C:8]([CH2:9][CH2:10][CH2:11][OH:12])=[CH:7][N:6]([C:13]2[CH:18]=[CH:17][C:16]([C:19]([F:22])([F:21])[F:20])=[CH:15][N:14]=2)[N:5]=1)[CH2:2][CH3:3].O[C:24]1[CH:29]=[CH:28][C:27]([CH2:30][CH2:31][C:32]([O:34]CC)=[O:33])=[C:26]([CH3:37])[CH:25]=1.C(P(CCCC)CCCC)CCC.N(C(N1CCCCC1)=O)=NC(N1CCCCC1)=O, predict the reaction product. The product is: [CH3:37][C:26]1[CH:25]=[C:24]([O:12][CH2:11][CH2:10][CH2:9][C:8]2[C:4]([CH2:1][CH2:2][CH3:3])=[N:5][N:6]([C:13]3[CH:18]=[CH:17][C:16]([C:19]([F:21])([F:20])[F:22])=[CH:15][N:14]=3)[CH:7]=2)[CH:29]=[CH:28][C:27]=1[CH2:30][CH2:31][C:32]([OH:34])=[O:33].